Task: Predict the product of the given reaction.. Dataset: Forward reaction prediction with 1.9M reactions from USPTO patents (1976-2016) Given the reactants [NH4+:1].[Cl-:2].C[Al](C)C.[C:7]1([C:13]2([CH2:18][C:19]#[N:20])[CH2:17][CH2:16][CH2:15][CH2:14]2)[CH:12]=[CH:11][CH:10]=[CH:9][CH:8]=1, predict the reaction product. The product is: [ClH:2].[C:7]1([C:13]2([CH2:18][C:19]([NH2:1])=[NH:20])[CH2:17][CH2:16][CH2:15][CH2:14]2)[CH:12]=[CH:11][CH:10]=[CH:9][CH:8]=1.